Predict the reaction yield, written as a fraction of the theoretical maximum amount of product (1.0 means a 100% yield; for example, 0.34 means a 34% yield). From a dataset of Reaction yield outcomes from USPTO patents with 853,638 reactions. (1) The reactants are [CH3:1][C:2]1[CH:20]=[CH:19][CH:18]=[C:17]([CH3:21])[C:3]=1[O:4][C:5]1[CH:6]=[C:7]([C:14]([OH:16])=O)[C:8](=[CH:12][CH:13]=1)[C:9]([OH:11])=O.[NH2:22][CH2:23][C:24]([OH:26])=[O:25]. The catalyst is O. The product is [CH3:21][C:17]1[CH:18]=[CH:19][CH:20]=[C:2]([CH3:1])[C:3]=1[O:4][C:5]1[CH:6]=[C:7]2[C:8](=[CH:12][CH:13]=1)[C:9](=[O:11])[N:22]([CH2:23][C:24]([OH:26])=[O:25])[C:14]2=[O:16]. The yield is 0.990. (2) The reactants are C[O:2][C:3]1[CH:12]=[CH:11][CH:10]=[C:9]2[C:4]=1[CH2:5][CH2:6][CH:7]([N:13]([CH2:21][CH2:22][CH3:23])[CH2:14][CH2:15][C:16]1[S:17][CH:18]=[CH:19][CH:20]=1)[CH2:8]2.Br. The catalyst is C(OCC)(=O)C. The product is [CH3:23][CH2:22][CH2:21][N:13]([C@@H:7]1[CH2:8][C:9]2[CH:10]=[CH:11][CH:12]=[C:3]([OH:2])[C:4]=2[CH2:5][CH2:6]1)[CH2:14][CH2:15][C:16]1[S:17][CH:18]=[CH:19][CH:20]=1. The yield is 0.720. (3) The reactants are [C:1]([O:5][C:6]([N:8]1[CH2:12][C:11](=O)[CH:10]2[O:14][CH2:15][C:16]([O:19][CH3:20])([O:17][CH3:18])[CH:9]12)=[O:7])([CH3:4])([CH3:3])[CH3:2].[CH3:21]C([O-])(C)C.[K+].C(OCC)C. The catalyst is C1COCC1.[Br-].C[P+](C1C=CC=CC=1)(C1C=CC=CC=1)C1C=CC=CC=1. The product is [C:1]([O:5][C:6]([N:8]1[CH2:12][C:11](=[CH2:21])[CH:10]2[O:14][CH2:15][C:16]([O:17][CH3:18])([O:19][CH3:20])[CH:9]12)=[O:7])([CH3:2])([CH3:3])[CH3:4]. The yield is 0.480. (4) The reactants are C(=O)([O-])O.[Na+].Cl.[C:7](=N)(OCC)[C:8]1[CH:13]=[CH:12][CH:11]=[CH:10][CH:9]=1.Cl.[CH3:19][O:20][C:21](=[O:27])[C@H:22]([C@@H:24]([CH3:26])[OH:25])[NH2:23]. The catalyst is C(OCC)C.O. The product is [CH3:19][O:20][C:21]([C@@H:22]1[C@@H:24]([CH3:26])[O:25][C:7]([C:8]2[CH:13]=[CH:12][CH:11]=[CH:10][CH:9]=2)=[N:23]1)=[O:27]. The yield is 0.670. (5) The reactants are C[O:2][C:3](=O)[C:4]1[CH:9]=[CH:8][C:7]([O:10][CH2:11][C:12]2[C:13]([C:18]3[CH:23]=[CH:22][C:21]([Cl:24])=[CH:20][CH:19]=3)=[N:14][O:15][C:16]=2[CH3:17])=[N:6][CH:5]=1.[NH:26]1[CH2:31][CH2:30][S:29][CH2:28][CH2:27]1. No catalyst specified. The product is [Cl:24][C:21]1[CH:20]=[CH:19][C:18]([C:13]2[C:12]([CH2:11][O:10][C:7]3[N:6]=[CH:5][C:4]([C:3]([N:26]4[CH2:31][CH2:30][S:29][CH2:28][CH2:27]4)=[O:2])=[CH:9][CH:8]=3)=[C:16]([CH3:17])[O:15][N:14]=2)=[CH:23][CH:22]=1. The yield is 0.950.